Dataset: Forward reaction prediction with 1.9M reactions from USPTO patents (1976-2016). Task: Predict the product of the given reaction. (1) Given the reactants FC(F)(F)C(O)=O.[Cl:8][C:9]1[CH:10]=[C:11]([CH:32]=[CH:33][C:34]=1[F:35])[NH:12][C:13]1[C:22]2[C:17](=[CH:18][C:19]([OH:31])=[CH:20][C:21]=2[O:23][CH:24]2[CH2:29][CH2:28][N:27]([CH3:30])[CH2:26][CH2:25]2)[N:16]=[CH:15][N:14]=1.[CH3:36][O:37][CH2:38][CH2:39]Br, predict the reaction product. The product is: [Cl:8][C:9]1[CH:10]=[C:11]([CH:32]=[CH:33][C:34]=1[F:35])[NH:12][C:13]1[C:22]2[C:17](=[CH:18][C:19]([O:31][CH2:39][CH2:38][O:37][CH3:36])=[CH:20][C:21]=2[O:23][CH:24]2[CH2:25][CH2:26][N:27]([CH3:30])[CH2:28][CH2:29]2)[N:16]=[CH:15][N:14]=1. (2) Given the reactants Br[CH2:2][CH2:3][C:4]([OH:6])=[O:5].[SH:7][C:8]1[O:9][C:10]2[CH:16]=[CH:15][CH:14]=[CH:13][C:11]=2[N:12]=1.[OH-].[K+], predict the reaction product. The product is: [O:9]1[C:10]2[CH:16]=[CH:15][CH:14]=[CH:13][C:11]=2[N:12]=[C:8]1[S:7][CH2:2][CH2:3][C:4]([OH:6])=[O:5]. (3) Given the reactants [N-:1]=[N+:2]=[N-:3].[Na+].[C:5]([O:9][C:10]([NH:12][CH2:13][CH2:14][O:15][CH2:16][CH:17]=S(=O)=O)=[O:11])([CH3:8])([CH3:7])[CH3:6].O, predict the reaction product. The product is: [C:5]([O:9][C:10]([NH:12][CH2:13][CH2:14][O:15][CH2:16][CH2:17][N:1]=[N+:2]=[N-:3])=[O:11])([CH3:8])([CH3:7])[CH3:6]. (4) Given the reactants [CH3:1][C:2]1([CH3:26])[CH2:11][CH2:10][C:9]([CH3:13])([CH3:12])[C:8]2[CH:7]=[C:6]([C:14]3[N:19]=[C:18]([N:20]4[CH2:25][CH2:24][NH:23][CH2:22][CH2:21]4)[CH:17]=[CH:16][CH:15]=3)[CH:5]=[CH:4][C:3]1=2.C(=O)([O-])[O-].[K+].[K+].[C:33]([O:36][CH2:37][CH2:38][CH2:39][CH2:40]Br)(=[O:35])[CH3:34], predict the reaction product. The product is: [CH3:1][C:2]1([CH3:26])[CH2:11][CH2:10][C:9]([CH3:12])([CH3:13])[C:8]2[CH:7]=[C:6]([C:14]3[N:19]=[C:18]([N:20]4[CH2:21][CH2:22][N:23]([CH2:40][CH2:39][CH2:38][CH2:37][O:36][C:33](=[O:35])[CH3:34])[CH2:24][CH2:25]4)[CH:17]=[CH:16][CH:15]=3)[CH:5]=[CH:4][C:3]1=2. (5) The product is: [CH3:3][CH:2]([C:4]1[N:8]([CH2:9][CH2:10][C@@H:11]([OH:19])[CH2:12][C@@H:13]([OH:18])[CH2:14][C:15]([OH:17])=[O:16])[C:7]([C:20]2[CH:25]=[CH:24][C:23]([F:26])=[CH:22][CH:21]=2)=[C:6]([C:27]2[CH:32]=[CH:31][CH:30]=[CH:29][CH:28]=2)[C:5]=1[C:33]([NH:35][C:36]1[CH:41]=[CH:40][CH:39]=[CH:38][CH:37]=1)=[O:34])[CH3:1]. Given the reactants [CH3:1][CH:2]([C:4]1[N:8]([CH2:9][CH2:10][C@@H:11]([OH:19])[CH2:12][C@@H:13]([OH:18])[CH2:14][C:15]([O-:17])=[O:16])[C:7]([C:20]2[CH:21]=[CH:22][C:23]([F:26])=[CH:24][CH:25]=2)=[C:6]([C:27]2[CH:28]=[CH:29][CH:30]=[CH:31][CH:32]=2)[C:5]=1[C:33]([NH:35][C:36]1[CH:37]=[CH:38][CH:39]=[CH:40][CH:41]=1)=[O:34])[CH3:3].[CH3:3][CH:2]([C:4]1[N:8]([CH2:9][CH2:10][C@@H:11]([OH:19])[CH2:12][C@@H:13]([OH:18])[CH2:14][C:15]([O-:17])=[O:16])[C:7]([C:20]2[CH:25]=[CH:24][C:23]([F:26])=[CH:22][CH:21]=2)=[C:6]([C:27]2[CH:32]=[CH:31][CH:30]=[CH:29][CH:28]=2)[C:5]=1[C:33]([NH:35][C:36]1[CH:41]=[CH:40][CH:39]=[CH:38][CH:37]=1)=[O:34])[CH3:1].[Ca+2].CCCCCCC, predict the reaction product. (6) Given the reactants [F:1][CH:2]1[CH2:7][CH2:6][N:5]([S:8]([C:11]2[CH:17]=[CH:16][C:14]([NH2:15])=[CH:13][CH:12]=2)(=[O:10])=[O:9])[CH2:4][CH2:3]1.[N+:18]([C:21]1[O:25][C:24]([C:26](Cl)=[O:27])=[CH:23][CH:22]=1)([O-:20])=[O:19].C(#N)C, predict the reaction product. The product is: [F:1][CH:2]1[CH2:7][CH2:6][N:5]([S:8]([C:11]2[CH:17]=[CH:16][C:14]([NH:15][C:26]([C:24]3[O:25][C:21]([N+:18]([O-:20])=[O:19])=[CH:22][CH:23]=3)=[O:27])=[CH:13][CH:12]=2)(=[O:10])=[O:9])[CH2:4][CH2:3]1. (7) Given the reactants Cl[C:2]1[CH:3]=[CH:4][C:5]2[N:6]([C:8]([CH2:11][C:12]3[CH:13]=[C:14]4[C:19](=[CH:20][CH:21]=3)[N:18]=[CH:17][CH:16]=[CH:15]4)=[CH:9][N:10]=2)[N:7]=1.[O:22]1[CH2:27][CH2:26][CH2:25][CH2:24][CH:23]1[O:28][CH2:29][CH2:30][N:31]1[CH:35]=[C:34](B2OC(C)(C)C(C)(C)O2)[CH:33]=[N:32]1.COCCOC.C([O-])([O-])=O.[K+].[K+], predict the reaction product. The product is: [O:22]1[CH2:27][CH2:26][CH2:25][CH2:24][CH:23]1[O:28][CH2:29][CH2:30][N:31]1[CH:35]=[C:34]([C:2]2[CH:3]=[CH:4][C:5]3[N:6]([C:8]([CH2:11][C:12]4[CH:13]=[C:14]5[C:19](=[CH:20][CH:21]=4)[N:18]=[CH:17][CH:16]=[CH:15]5)=[CH:9][N:10]=3)[N:7]=2)[CH:33]=[N:32]1. (8) Given the reactants Br.[CH3:2][C:3]1[N:4]=[C:5]([CH3:25])[C:6]2[N:7]([CH:9]=[C:10]([C:12]3[C:13](=[O:24])[O:14][C:15]4[C:20]([CH:21]=3)=[CH:19][CH:18]=[C:17]([CH2:22][OH:23])[CH:16]=4)[N:11]=2)[CH:8]=1.C(N(C(C)C)CC)(C)C.[CH3:35][S:36](Cl)(=[O:38])=[O:37], predict the reaction product. The product is: [CH3:35][S:36]([O:23][CH2:22][C:17]1[CH:16]=[C:15]2[C:20]([CH:21]=[C:12]([C:10]3[N:11]=[C:6]4[C:5]([CH3:25])=[N:4][C:3]([CH3:2])=[CH:8][N:7]4[CH:9]=3)[C:13](=[O:24])[O:14]2)=[CH:19][CH:18]=1)(=[O:38])=[O:37]. (9) Given the reactants [I:1][CH2:2][C:3]1[N:4]=[C:5]([C:14]2[CH:19]=[CH:18][C:17](C)=[CH:16][CH:15]=2)[O:6][C:7]=1[C:8]1C=CC=CC=1.C/C(/[C:25](C)=[O:26])=N\O.C(=O)C1C=CC=C(OC)C=1, predict the reaction product. The product is: [I:1][CH2:2][C:3]1[N:4]=[C:5]([C:14]2[CH:19]=[CH:18][CH:17]=[C:16]([O:26][CH3:25])[CH:15]=2)[O:6][C:7]=1[CH3:8].